Dataset: Catalyst prediction with 721,799 reactions and 888 catalyst types from USPTO. Task: Predict which catalyst facilitates the given reaction. (1) Reactant: [Cl:1][C:2]1[CH:3]=[CH:4][CH:5]=[C:6]2[C:11]=1[CH:10]=[N:9][CH:8]=[CH:7]2.[N+:12]([O-])([O-:14])=[O:13].[K+]. The catalyst class is: 65. Product: [Cl:1][C:2]1[CH:3]=[CH:4][C:5]([N+:12]([O-:14])=[O:13])=[C:6]2[C:11]=1[CH:10]=[N:9][CH:8]=[CH:7]2. (2) Reactant: [CH3:1][C:2](C)([O-:4])C.[K+].[C:7](#[N:13])[CH2:8][CH2:9][CH2:10][C:11]#[CH:12].C(OCC(C)C)(=O)C.O. Product: [C:2]([CH:8]([CH2:9][C:10]#[C:11][CH3:12])[C:7]#[N:13])(=[O:4])[CH3:1]. The catalyst class is: 9. (3) Reactant: [Br:1][C:2]1[CH:3]=[CH:4][C:5]([NH:8][CH2:9][CH:10]2[C:15]([CH3:17])([CH3:16])[CH2:14][CH2:13][CH2:12][NH:11]2)=[N:6][CH:7]=1.[CH3:18][C:19]1[CH:28]=[CH:27][C:26]2[C:25]([C:29](O)=[O:30])=[CH:24][CH:23]=[CH:22][C:21]=2[N:20]=1.Cl.CN(C)CCCN=C=NCC.O.ON1C2C=CC=CC=2N=N1. Product: [Br:1][C:2]1[CH:3]=[CH:4][C:5]([NH:8][CH2:9][CH:10]2[C:15]([CH3:17])([CH3:16])[CH2:14][CH2:13][CH2:12][N:11]2[C:29]([C:25]2[CH:24]=[CH:23][CH:22]=[C:21]3[C:26]=2[CH:27]=[CH:28][C:19]([CH3:18])=[N:20]3)=[O:30])=[N:6][CH:7]=1. The catalyst class is: 4.